Predict the product of the given reaction. From a dataset of Forward reaction prediction with 1.9M reactions from USPTO patents (1976-2016). (1) Given the reactants Cl[CH2:2][CH2:3][NH:4][CH2:5][C:6]1[NH:7][C:8](=[O:20])[C:9]2[NH:14][N:13]=[C:12]([CH:15]3[CH2:19][CH2:18][CH2:17][CH2:16]3)[C:10]=2[N:11]=1.C(=O)([O-])[O-].[Cs+].[Cs+], predict the reaction product. The product is: [CH:15]1([C:12]2[C:10]3[N:11]=[C:6]4[CH2:5][NH:4][CH2:3][CH2:2][N:7]4[C:8](=[O:20])[C:9]=3[NH:14][N:13]=2)[CH2:19][CH2:18][CH2:17][CH2:16]1. (2) Given the reactants Br[C:2]1[CH:7]=[CH:6][CH:5]=[CH:4][N:3]=1.C([Li])CCC.N1C=CC=CC=1[Li].[CH2:20]([Si:23](Cl)([CH3:25])[CH3:24])[CH:21]=[CH2:22], predict the reaction product. The product is: [CH2:20]([Si:23]([CH3:25])([CH3:24])[C:2]1[CH:7]=[CH:6][CH:5]=[CH:4][N:3]=1)[CH:21]=[CH2:22].